This data is from Catalyst prediction with 721,799 reactions and 888 catalyst types from USPTO. The task is: Predict which catalyst facilitates the given reaction. (1) Reactant: [C:1]([O:5][C:6](=[O:20])[C:7]1[CH:12]=[C:11]([S:13]([CH:16]2[CH2:18][CH2:17]2)(=[O:15])=[O:14])[N:10]=[C:9](Cl)[CH:8]=1)([CH3:4])([CH3:3])[CH3:2].C1(P(C2C=CC=CC=2)C2C=CC3C(=CC=CC=3)C=2C2C3C(=CC=CC=3)C=CC=2P(C2C=CC=CC=2)C2C=CC=CC=2)C=CC=CC=1.C(=O)([O-])[O-].[Cs+].[Cs+].[C@@H:73]([NH2:77])([CH2:75][CH3:76])C. Product: [C:1]([O:5][C:6](=[O:20])[C:7]1[CH:12]=[C:11]([S:13]([CH:16]2[CH2:18][CH2:17]2)(=[O:15])=[O:14])[N:10]=[C:9]([NH:77][CH:73]2[CH2:76][CH2:75]2)[CH:8]=1)([CH3:4])([CH3:3])[CH3:2]. The catalyst class is: 164. (2) Reactant: [CH3:1][N:2]1[CH2:7][CH2:6][N:5]([C:8]2[N:13]=[CH:12][C:11]([C:14]3[CH:23]=[C:22]([C:24](O)=[O:25])[C:21]4[C:16](=[CH:17][CH:18]=[CH:19][CH:20]=4)[N:15]=3)=[CH:10][CH:9]=2)[CH2:4][CH2:3]1.[NH2:27][CH2:28][C@H:29]1[CH2:34][CH2:33][C@H:32]([CH2:35][NH:36][C:37](=[O:43])[O:38][C:39]([CH3:42])([CH3:41])[CH3:40])[CH2:31][CH2:30]1.CN(C(ON1N=NC2C=CC=CC1=2)=[N+](C)C)C.[B-](F)(F)(F)F. Product: [CH3:1][N:2]1[CH2:7][CH2:6][N:5]([C:8]2[N:13]=[CH:12][C:11]([C:14]3[CH:23]=[C:22]([C:24]([NH:27][CH2:28][C@H:29]4[CH2:30][CH2:31][C@H:32]([CH2:35][NH:36][C:37](=[O:43])[O:38][C:39]([CH3:40])([CH3:42])[CH3:41])[CH2:33][CH2:34]4)=[O:25])[C:21]4[C:16](=[CH:17][CH:18]=[CH:19][CH:20]=4)[N:15]=3)=[CH:10][CH:9]=2)[CH2:4][CH2:3]1. The catalyst class is: 583. (3) Reactant: [C:1]1([C:7]2[N:8]=[CH:9][NH:10][C:11]=2[C:12]2[CH:17]=[CH:16][CH:15]=[CH:14][CH:13]=2)[CH:6]=[CH:5][CH:4]=[CH:3][CH:2]=1.[C:18](Cl)([C:31]1[CH:36]=[CH:35][CH:34]=[CH:33][CH:32]=1)([C:25]1[CH:30]=[CH:29][CH:28]=[CH:27][CH:26]=1)[C:19]1[CH:24]=[CH:23][CH:22]=[CH:21][CH:20]=1. Product: [C:1]1([C:7]2[N:8]=[CH:9][N:10]([C:18]([C:19]3[CH:24]=[CH:23][CH:22]=[CH:21][CH:20]=3)([C:31]3[CH:32]=[CH:33][CH:34]=[CH:35][CH:36]=3)[C:25]3[CH:26]=[CH:27][CH:28]=[CH:29][CH:30]=3)[C:11]=2[C:12]2[CH:13]=[CH:14][CH:15]=[CH:16][CH:17]=2)[CH:6]=[CH:5][CH:4]=[CH:3][CH:2]=1. The catalyst class is: 91. (4) Reactant: [C:1]([O:9][CH2:10][CH2:11][O:12][CH2:13][CH2:14][N:15]1[C:23]2[C:22](Cl)=[N:21][CH:20]=[N:19][C:18]=2[CH:17]=[CH:16]1)(=[O:8])[C:2]1[CH:7]=[CH:6][CH:5]=[CH:4][CH:3]=1.[Cl:25][C:26]1[CH:27]=[C:28]([NH2:43])[CH:29]=[N:30][C:31]=1[O:32][C:33]1[CH:38]=[CH:37][CH:36]=[C:35]([C:39]([F:42])([F:41])[F:40])[CH:34]=1.C(=O)(O)[O-].[Na+]. Product: [C:1]([O:9][CH2:10][CH2:11][O:12][CH2:13][CH2:14][N:15]1[C:23]2[C:22]([NH:43][C:28]3[CH:29]=[N:30][C:31]([O:32][C:33]4[CH:38]=[CH:37][CH:36]=[C:35]([C:39]([F:42])([F:41])[F:40])[CH:34]=4)=[C:26]([Cl:25])[CH:27]=3)=[N:21][CH:20]=[N:19][C:18]=2[CH:17]=[CH:16]1)(=[O:8])[C:2]1[CH:7]=[CH:6][CH:5]=[CH:4][CH:3]=1. The catalyst class is: 32. (5) Reactant: [NH:1]1[C:5]2=[N:6][CH:7]=[C:8]([C:10]3[C:11]([C@@H:22]([NH:32][C:33](=[O:51])[CH2:34][N:35]4[C:43]5[C:42]([F:45])([F:44])[CH2:41][CH2:40][C:39]([F:47])([F:46])[C:38]=5[C:37]([CH:48]([F:50])[F:49])=[N:36]4)[CH2:23][C:24]4[CH:29]=[C:28]([F:30])[CH:27]=[C:26]([F:31])[CH:25]=4)=[N:12][C:13]([C:16]#[C:17][Si](C)(C)C)=[CH:14][CH:15]=3)[CH:9]=[C:4]2[CH:3]=[CH:2]1.[N-:52]=[N+:53]=[N-:54].[Na+].[NH4+].[Cl-]. Product: [NH:1]1[C:5]2=[N:6][CH:7]=[C:8]([C:10]3[C:11]([C@@H:22]([NH:32][C:33](=[O:51])[CH2:34][N:35]4[C:43]5[C:42]([F:45])([F:44])[CH2:41][CH2:40][C:39]([F:47])([F:46])[C:38]=5[C:37]([CH:48]([F:50])[F:49])=[N:36]4)[CH2:23][C:24]4[CH:29]=[C:28]([F:30])[CH:27]=[C:26]([F:31])[CH:25]=4)=[N:12][C:13]([C:16]4[N:52]=[N:53][NH:54][CH:17]=4)=[CH:14][CH:15]=3)[CH:9]=[C:4]2[CH:3]=[CH:2]1. The catalyst class is: 18. (6) Reactant: [CH3:1][N:2]1[C:10]2[C:5](=[CH:6][C:7]([S:11][C:12]3[CH:17]=[CH:16][C:15](/[CH:18]=[CH:19]/[C:20]([N:22]4[CH2:27][CH2:26][CH:25]([C:28]([O:30]CC)=[O:29])[CH2:24][CH2:23]4)=[O:21])=[C:14]([Cl:33])[C:13]=3[Cl:34])=[CH:8][CH:9]=2)[CH:4]=[CH:3]1.[OH-].[K+].[OH-].[Na+]. Product: [CH3:1][N:2]1[C:10]2[C:5](=[CH:6][C:7]([S:11][C:12]3[CH:17]=[CH:16][C:15](/[CH:18]=[CH:19]/[C:20]([N:22]4[CH2:23][CH2:24][CH:25]([C:28]([OH:30])=[O:29])[CH2:26][CH2:27]4)=[O:21])=[C:14]([Cl:33])[C:13]=3[Cl:34])=[CH:8][CH:9]=2)[CH:4]=[CH:3]1. The catalyst class is: 6. (7) Reactant: [F:1][C:2]1[CH:7]=[CH:6][C:5]([N:8]2[C:12]([CH:13]=[O:14])=[C:11]([CH3:15])[N:10]=[N:9]2)=[CH:4][CH:3]=1.[BH4-].[Na+].[Cl-].[NH4+]. Product: [F:1][C:2]1[CH:3]=[CH:4][C:5]([N:8]2[C:12]([CH2:13][OH:14])=[C:11]([CH3:15])[N:10]=[N:9]2)=[CH:6][CH:7]=1. The catalyst class is: 5.